From a dataset of Catalyst prediction with 721,799 reactions and 888 catalyst types from USPTO. Predict which catalyst facilitates the given reaction. (1) Reactant: C(=O)([O-])[O-].[Cs+].[Cs+].[CH:7]([N:20]1[C:24]2=[N:25][C:26]([OH:35])=[CH:27][C:28]([C:29]3[CH:34]=[CH:33][CH:32]=[CH:31][CH:30]=3)=[C:23]2[C:22]([C:36]#[N:37])=[CH:21]1)([C:14]1[CH:19]=[CH:18][CH:17]=[CH:16][CH:15]=1)[C:8]1[CH:13]=[CH:12][CH:11]=[CH:10][CH:9]=1.Cl.Br[CH2:40][CH2:41][N:42]([CH2:45][CH3:46])[CH2:43][CH3:44].C(OCC)(=O)C. Product: [CH:7]([N:20]1[C:24]2=[N:25][C:26]([O:35][CH2:40][CH2:41][N:42]([CH2:45][CH3:46])[CH2:43][CH3:44])=[CH:27][C:28]([C:29]3[CH:34]=[CH:33][CH:32]=[CH:31][CH:30]=3)=[C:23]2[C:22]([C:36]#[N:37])=[CH:21]1)([C:14]1[CH:15]=[CH:16][CH:17]=[CH:18][CH:19]=1)[C:8]1[CH:13]=[CH:12][CH:11]=[CH:10][CH:9]=1. The catalyst class is: 21. (2) Reactant: Br[CH2:2][C:3]1[CH:4]=[CH:5][C:6]2[S:10][C:9]([C:11]([O:13][C:14]([CH3:17])([CH3:16])[CH3:15])=[O:12])=[CH:8][C:7]=2[CH:18]=1.Cl.[NH2:20][CH2:21][C:22]([O:24][C:25]([CH3:28])([CH3:27])[CH3:26])=[O:23].C(N(CC)CC)C. Product: [C:25]([O:24][C:22](=[O:23])[CH2:21][NH:20][CH2:2][C:3]1[CH:4]=[CH:5][C:6]2[S:10][C:9]([C:11]([O:13][C:14]([CH3:17])([CH3:16])[CH3:15])=[O:12])=[CH:8][C:7]=2[CH:18]=1)([CH3:28])([CH3:27])[CH3:26]. The catalyst class is: 9. (3) Reactant: [CH2:1]([N:3]1[C:7]2=[N:8][C:9]([CH2:57][CH3:58])=[C:10]([CH2:19][NH:20][C:21](=[O:56])[CH2:22][CH2:23][CH2:24][C:25]([NH:27][CH2:28][C:29]3[CH:30]=[C:31]([C:35]4[CH:40]=[CH:39][CH:38]=[C:37]([CH2:41][N:42]5[CH2:47][CH2:46][N:45](C(OC(C)(C)C)=O)[C@@H:44]([CH3:55])[CH2:43]5)[CH:36]=4)[CH:32]=[CH:33][CH:34]=3)=[O:26])[C:11]([NH:12][CH:13]3[CH2:18][CH2:17][O:16][CH2:15][CH2:14]3)=[C:6]2[CH:5]=[N:4]1)[CH3:2].C(O)(C(F)(F)[F:62])=O. Product: [CH2:1]([N:3]1[C:7]2=[N:8][C:9]([CH2:57][CH3:58])=[C:10]([CH2:19][NH:20][C:21](=[O:56])[CH2:22][CH2:23][CH2:24][C:25]([NH:27][CH2:28][C:29]3[CH:30]=[C:31]([C:35]4[CH:40]=[CH:39][CH:38]=[C:37]([CH2:41][N:42]5[CH2:47][CH2:46][NH:45][C@@H:44]([CH3:55])[CH2:43]5)[CH:36]=4)[C:32]([F:62])=[CH:33][CH:34]=3)=[O:26])[C:11]([NH:12][CH:13]3[CH2:18][CH2:17][O:16][CH2:15][CH2:14]3)=[C:6]2[CH:5]=[N:4]1)[CH3:2]. The catalyst class is: 2. (4) Reactant: [CH3:1][C:2]1[CH:7]=[CH:6][C:5]([S:8]([N:11]2[C:19]3[C:14](=[CH:15][CH:16]=[CH:17][CH:18]=3)[C:13](/[CH:20]=[CH:21]/[C:22]3[CH:23]=[N:24][CH:25]=[CH:26][CH:27]=3)=[CH:12]2)(=[O:10])=[O:9])=[CH:4][CH:3]=1. Product: [CH3:1][C:2]1[CH:7]=[CH:6][C:5]([S:8]([N:11]2[C:19]3[C:14](=[CH:15][CH:16]=[CH:17][CH:18]=3)[C:13]([CH2:20][CH2:21][C:22]3[CH:23]=[N:24][CH:25]=[CH:26][CH:27]=3)=[CH:12]2)(=[O:10])=[O:9])=[CH:4][CH:3]=1. The catalyst class is: 63.